This data is from Full USPTO retrosynthesis dataset with 1.9M reactions from patents (1976-2016). The task is: Predict the reactants needed to synthesize the given product. (1) Given the product [Br:10][C:11]1[C:12]([N:27]2[CH2:28][CH2:29][C:30]([F:34])([CH3:33])[CH2:31][CH2:32]2)=[C:13]([C@H:19]([OH:26])[C:20]([O:22][CH:23]([CH3:25])[CH3:24])=[O:21])[C:14]([CH3:18])=[N:15][C:16]=1[CH3:17], predict the reactants needed to synthesize it. The reactants are: O1C2C=CC=CC=2OB1.[Br:10][C:11]1[C:12]([N:27]2[CH2:32][CH2:31][C:30]([F:34])([CH3:33])[CH2:29][CH2:28]2)=[C:13]([C:19](=[O:26])[C:20]([O:22][CH:23]([CH3:25])[CH3:24])=[O:21])[C:14]([CH3:18])=[N:15][C:16]=1[CH3:17].CB1N2CCC[C@@H]2C(C2C=CC=CC=2)(C2C=CC=CC=2)O1. (2) Given the product [F:23][C:20]1[CH:19]=[CH:18][C:17]([N:6]2[C:5]([C:24]([NH:26][CH3:27])=[O:25])=[C:4]3[C:8]([CH:9]=[C:10]([N:11]([CH3:16])[S:12]([CH3:15])(=[O:14])=[O:13])[C:2]([B:33]4[O:37][C:36]([CH3:39])([CH3:38])[C:35]([CH3:41])([CH3:40])[O:34]4)=[CH:3]3)=[N:7]2)=[CH:22][CH:21]=1, predict the reactants needed to synthesize it. The reactants are: Br[C:2]1[C:10]([N:11]([CH3:16])[S:12]([CH3:15])(=[O:14])=[O:13])=[CH:9][C:8]2[C:4](=[C:5]([C:24]([NH:26][CH3:27])=[O:25])[N:6]([C:17]3[CH:22]=[CH:21][C:20]([F:23])=[CH:19][CH:18]=3)[N:7]=2)[CH:3]=1.CC([O-])=O.[K+].[B:33]1([B:33]2[O:37][C:36]([CH3:39])([CH3:38])[C:35]([CH3:41])([CH3:40])[O:34]2)[O:37][C:36]([CH3:39])([CH3:38])[C:35]([CH3:41])([CH3:40])[O:34]1. (3) The reactants are: [F:1][C:2]([F:7])([F:6])[C:3]([OH:5])=[O:4].[C:8]([C:11]1[CH:29]=[CH:28][C:14]([O:15][C:16]([C:18]2[S:22][C:21]([CH2:23][CH2:24][C:25]([OH:27])=O)=[CH:20][CH:19]=2)=[O:17])=[C:13]([F:30])[CH:12]=1)(=[NH:10])[NH2:9]. Given the product [F:1][C:2]([F:7])([F:6])[C:3]([OH:5])=[O:4].[F:1][C:2]([F:7])([F:6])[C:3]([OH:5])=[O:4].[C:8]([C:11]1[CH:29]=[CH:28][C:14]([O:15][C:16]([C:18]2[S:22][C:21]([CH2:23][CH2:24][C:25]([N:9]([CH2:8][CH:11]=[CH2:12])[CH2:2][C:3]([OH:5])=[O:4])=[O:27])=[CH:20][CH:19]=2)=[O:17])=[C:13]([F:30])[CH:12]=1)(=[NH:10])[NH2:9], predict the reactants needed to synthesize it. (4) Given the product [CH3:17][O:18][C:19](=[O:32])[C@H:20]([CH2:22][C:23]1[CH:28]=[CH:27][C:26]([N+:29]([O-:31])=[O:30])=[CH:25][CH:24]=1)[NH:21][C:13]([C:9]1([CH2:8][CH2:7][CH2:6][CH2:5][S:2]([CH3:1])(=[O:3])=[O:4])[CH2:10][CH2:11][CH2:12]1)=[O:15], predict the reactants needed to synthesize it. The reactants are: [CH3:1][S:2]([CH2:5][CH2:6][CH2:7][CH2:8][C:9]1([C:13]([OH:15])=O)[CH2:12][CH2:11][CH2:10]1)(=[O:4])=[O:3].Cl.[CH3:17][O:18][C:19](=[O:32])[C@H:20]([CH2:22][C:23]1[CH:28]=[CH:27][C:26]([N+:29]([O-:31])=[O:30])=[CH:25][CH:24]=1)[NH2:21].COC(=O)[C@H](CC1C=CC([N+]([O-])=O)=CC=1)N. (5) Given the product [Cl:1][C:2]1[CH:7]=[CH:6][CH:5]=[C:4]([F:8])[C:3]=1[CH2:9][N:10]1[C:14]([CH3:15])=[CH:13][C:12]([NH2:16])=[N:11]1, predict the reactants needed to synthesize it. The reactants are: [Cl:1][C:2]1[CH:7]=[CH:6][CH:5]=[C:4]([F:8])[C:3]=1[CH2:9][N:10]1[C:14]([CH3:15])=[CH:13][C:12]([N:16]2C(=O)C3C(=CC=CC=3)C2=O)=[N:11]1.O.NN. (6) Given the product [CH3:4][C:2]([Si:5]([O:6][CH2:7][C:8]1[N:12]([CH3:13])[N:11]=[N:10][C:9]=1[CH2:14][O:15][C:29]1[C:38]2[C:33](=[CH:34][CH:35]=[CH:36][CH:37]=2)[C:32]2=[N:39][N:40]=[C:41]([C:42]3[CH:46]=[C:45]([CH3:47])[O:44][N:43]=3)[N:31]2[N:30]=1)([C:22]1[CH:27]=[CH:26][CH:25]=[CH:24][CH:23]=1)[C:16]1[CH:21]=[CH:20][CH:19]=[CH:18][CH:17]=1)([CH3:1])[CH3:3], predict the reactants needed to synthesize it. The reactants are: [CH3:1][C:2]([Si:5]([C:22]1[CH:27]=[CH:26][CH:25]=[CH:24][CH:23]=1)([C:16]1[CH:21]=[CH:20][CH:19]=[CH:18][CH:17]=1)[O:6][CH2:7][C:8]1[N:12]([CH3:13])[N:11]=[N:10][C:9]=1[CH2:14][OH:15])([CH3:4])[CH3:3].Cl[C:29]1[C:38]2[C:33](=[CH:34][CH:35]=[CH:36][CH:37]=2)[C:32]2=[N:39][N:40]=[C:41]([C:42]3[CH:46]=[C:45]([CH3:47])[O:44][N:43]=3)[N:31]2[N:30]=1. (7) Given the product [N:2]1([NH:1][C:26]([C:16]2[N:17]([CH3:25])[C:18]([C:19]3[CH:24]=[CH:23][CH:22]=[CH:21][CH:20]=3)=[C:14]([C:8]3[CH:13]=[CH:12][CH:11]=[CH:10][CH:9]=3)[N:15]=2)=[O:27])[CH2:7][CH2:6][O:5][CH2:4][CH2:3]1, predict the reactants needed to synthesize it. The reactants are: [NH2:1][N:2]1[CH2:7][CH2:6][O:5][CH2:4][CH2:3]1.[C:8]1([C:14]2[N:15]=[C:16]([C:26](O)=[O:27])[N:17]([CH3:25])[C:18]=2[C:19]2[CH:24]=[CH:23][CH:22]=[CH:21][CH:20]=2)[CH:13]=[CH:12][CH:11]=[CH:10][CH:9]=1. (8) Given the product [CH2:17]([O:5][C:4](=[O:6])[C:3]1[CH:7]=[C:8]([OH:11])[CH:9]=[CH:10][C:2]=1[Cl:1])[CH3:18], predict the reactants needed to synthesize it. The reactants are: [Cl:1][C:2]1[CH:10]=[CH:9][C:8]([OH:11])=[CH:7][C:3]=1[C:4]([OH:6])=[O:5].S(=O)(=O)(O)O.[CH3:17][CH2:18]O.